From a dataset of Forward reaction prediction with 1.9M reactions from USPTO patents (1976-2016). Predict the product of the given reaction. (1) Given the reactants [CH3:1][N:2]([CH3:22])[C:3]([N:5]1[CH2:9][CH:8]2[CH2:10][C:11]([C:20]#N)([CH2:13][CH:14]3[CH2:19][CH2:18][CH2:17][CH2:16][CH2:15]3)[CH2:12][CH:7]2[CH2:6]1)=[O:4].[H-].C([Al+]CC(C)C)C(C)C.C(C(C(C([O-])=O)O)O)([O-])=[O:34].[Na+].[K+], predict the reaction product. The product is: [CH3:1][N:2]([CH3:22])[C:3]([N:5]1[CH2:9][CH:8]2[CH2:10][C:11]([CH2:13][CH:14]3[CH2:19][CH2:18][CH2:17][CH2:16][CH2:15]3)([CH:20]=[O:34])[CH2:12][CH:7]2[CH2:6]1)=[O:4]. (2) Given the reactants [CH3:1][O:2][C:3](=[O:11])[C:4]1[CH:9]=[CH:8][C:7]([OH:10])=[CH:6][CH:5]=1.[O:12]1[CH:17]=[CH:16][CH2:15][CH2:14][CH2:13]1, predict the reaction product. The product is: [CH3:1][O:2][C:3](=[O:11])[C:4]1[CH:9]=[CH:8][C:7]([O:10][CH:13]2[CH2:14][CH2:15][CH2:16][CH2:17][O:12]2)=[CH:6][CH:5]=1. (3) Given the reactants [Cl:1][C:2]1[C:3](=[O:29])[N:4]([CH2:19][C:20]2[CH:21]=[C:22]3[C:26](=[CH:27][CH:28]=2)[NH:25][CH2:24][CH2:23]3)[C:5]([CH3:18])=[CH:6][C:7]=1[O:8][CH2:9][C:10]1[CH:15]=[CH:14][C:13]([F:16])=[CH:12][C:11]=1[F:17].C([O:33][CH2:34][C:35](Cl)=[O:36])(=O)C.C(N(CC)CC)C.[OH-].[Na+], predict the reaction product. The product is: [Cl:1][C:2]1[C:3](=[O:29])[N:4]([CH2:19][C:20]2[CH:21]=[C:22]3[C:26](=[CH:27][CH:28]=2)[N:25]([C:34](=[O:33])[CH2:35][OH:36])[CH2:24][CH2:23]3)[C:5]([CH3:18])=[CH:6][C:7]=1[O:8][CH2:9][C:10]1[CH:15]=[CH:14][C:13]([F:16])=[CH:12][C:11]=1[F:17]. (4) Given the reactants [OH:1][CH2:2][CH2:3][C@@:4]1([CH2:17][OH:18])[CH2:8][C@H:7]([NH:9][C:10](=[O:16])[O:11][C:12]([CH3:15])([CH3:14])[CH3:13])[CH:6]=[CH:5]1.[C:19]1([Se:25]N2C(=O)C3=CC=CC=C3C2=O)[CH:24]=[CH:23][CH:22]=[CH:21][CH:20]=1.B(F)(F)F, predict the reaction product. The product is: [OH:18][CH2:17][C@:4]12[CH2:8][C@H:7]([NH:9][C:10](=[O:16])[O:11][C:12]([CH3:15])([CH3:13])[CH3:14])[C@H:6]([Se:25][C:19]3[CH:24]=[CH:23][CH:22]=[CH:21][CH:20]=3)[C@H:5]1[O:1][CH2:2][CH2:3]2. (5) Given the reactants [CH:1]1([NH:7][C:8]2[CH:17]=[CH:16][CH:15]=[CH:14][C:9]=2[C:10]([O:12][CH3:13])=[O:11])[CH2:6][CH2:5][CH2:4][CH2:3][CH2:2]1.N1C=CC=CC=1.Cl[C:25](=[O:31])[C:26]([O:28][CH2:29][CH3:30])=[O:27], predict the reaction product. The product is: [CH:1]1([N:7]([C:25](=[O:31])[C:26]([O:28][CH2:29][CH3:30])=[O:27])[C:8]2[CH:17]=[CH:16][CH:15]=[CH:14][C:9]=2[C:10]([O:12][CH3:13])=[O:11])[CH2:6][CH2:5][CH2:4][CH2:3][CH2:2]1. (6) The product is: [Cl:22][C:18]1[N:17]=[C:16]([O:15][C:12]2[CH:11]=[CH:10][CH:9]=[C:8]3[C:13]=2[CH:14]=[C:6]([C:4]([OH:5])=[O:3])[NH:7]3)[CH:21]=[CH:20][CH:19]=1. Given the reactants C([O:3][C:4]([C:6]1[NH:7][C:8]2[C:13]([CH:14]=1)=[C:12]([O:15][C:16]1[CH:21]=[CH:20][CH:19]=[C:18]([Cl:22])[N:17]=1)[CH:11]=[CH:10][CH:9]=2)=[O:5])C.[OH-].[Na+].Cl, predict the reaction product. (7) Given the reactants [NH2:1][C:2]1[N:3]=[CH:4][C:5]2[CH2:11][N:10]([C:12]3[C:13](=[O:19])[NH:14][CH:15]=[CH:16][C:17]=3[CH3:18])[CH2:9][CH2:8][C:6]=2[N:7]=1.[CH3:20][O:21][C:22]1[CH:27]=[CH:26][C:25](I)=[CH:24][CH:23]=1.P([O-])([O-])([O-])=O.[K+].[K+].[K+], predict the reaction product. The product is: [NH2:1][C:2]1[N:3]=[CH:4][C:5]2[CH2:11][N:10]([C:12]3[C:13](=[O:19])[N:14]([C:25]4[CH:26]=[CH:27][C:22]([O:21][CH3:20])=[CH:23][CH:24]=4)[CH:15]=[CH:16][C:17]=3[CH3:18])[CH2:9][CH2:8][C:6]=2[N:7]=1. (8) Given the reactants [Cl:1][C:2]1[C:7]([N+:8]([O-:10])=[O:9])=[CH:6][CH:5]=[C:4]([Cl:11])[C:3]=1[S:12](Cl)(=[O:14])=[O:13].[CH:16]1([NH2:19])[CH2:18][CH2:17]1.C(N(CC)CC)C, predict the reaction product. The product is: [CH:16]1([NH:19][S:12]([C:3]2[C:4]([Cl:11])=[CH:5][CH:6]=[C:7]([N+:8]([O-:10])=[O:9])[C:2]=2[Cl:1])(=[O:14])=[O:13])[CH2:18][CH2:17]1.